From a dataset of Forward reaction prediction with 1.9M reactions from USPTO patents (1976-2016). Predict the product of the given reaction. (1) The product is: [CH3:46][O:17][C:16]([C@@H:12]1[CH2:13][CH2:14][CH2:15][N:10]([C:8](=[O:9])[C@@H:7]([NH:6][C:4](=[O:5])[C@@H:3]([O:20][CH2:21][CH:22]([CH3:44])/[CH:23]=[CH:24]/[C:25]2[CH:34]=[C:33]3[C:28]([CH:29]=[CH:30][C:31]([C@H:35]([NH:37][S@@:38]([C:40]([CH3:43])([CH3:42])[CH3:41])=[O:39])[CH3:36])=[N:32]3)=[CH:27][CH:26]=2)[CH:2]([CH3:45])[CH3:1])[CH3:19])[NH:11]1)=[O:18]. Given the reactants [CH3:1][CH:2]([CH3:45])[C@H:3]([O:20][CH2:21][CH:22]([CH3:44])/[CH:23]=[CH:24]/[C:25]1[CH:34]=[C:33]2[C:28]([CH:29]=[CH:30][C:31]([C@H:35]([NH:37][S@@:38]([C:40]([CH3:43])([CH3:42])[CH3:41])=[O:39])[CH3:36])=[N:32]2)=[CH:27][CH:26]=1)[C:4]([NH:6][C@@H:7]([CH3:19])[C:8]([N:10]1[CH2:15][CH2:14][CH2:13][C@@H:12]([C:16]([OH:18])=[O:17])[NH:11]1)=[O:9])=[O:5].[CH:46](N(CC)C(C)C)(C)C.C[NH3+].F[P-](F)(F)(F)(F)F.N1(OC(N(C)C)=[N+](C)C)C2N=CC=CC=2N=N1.F[P-](F)(F)(F)(F)F, predict the reaction product. (2) The product is: [Cl:36][C:8]1[CH:9]=[C:10]([O:14][C:15]2[C:20]([C:21]([N:23]3[C:32]4[C:27](=[CH:28][CH:29]=[CH:30][CH:31]=4)[N:26]([CH:33]4[CH2:34][CH2:35]4)[CH2:25][CH2:24]3)=[O:22])=[CH:19][CH:18]=[CH:17][N:16]=2)[C:11]([Cl:13])=[CH:12][C:7]=1[CH:6]=[CH:5][C:4]([OH:37])=[O:3]. Given the reactants C([O:3][C:4](=[O:37])[CH:5]=[CH:6][C:7]1[CH:12]=[C:11]([Cl:13])[C:10]([O:14][C:15]2[C:20]([C:21]([N:23]3[C:32]4[C:27](=[CH:28][CH:29]=[CH:30][CH:31]=4)[N:26]([CH:33]4[CH2:35][CH2:34]4)[CH2:25][CH2:24]3)=[O:22])=[CH:19][CH:18]=[CH:17][N:16]=2)=[CH:9][C:8]=1[Cl:36])C.C1COCC1.[OH-].[Na+].Cl, predict the reaction product. (3) Given the reactants [F:1][C:2]1[CH:23]=[CH:22][CH:21]=[C:20]([F:24])[C:3]=1[CH2:4][O:5][C:6]1[C:7]2[N:8]([C:13]([C:17]([OH:19])=O)=[C:14]([CH3:16])[N:15]=2)[CH:9]=[C:10]([CH3:12])[N:11]=1.[F:25][C:26]1[CH:27]=[C:28]([C:33]2([NH2:36])[CH2:35][CH2:34]2)[CH:29]=[CH:30][C:31]=1[F:32].C(N(CC)C(C)C)(C)C.CN(C(ON1N=NC2C=CC=NC1=2)=[N+](C)C)C.F[P-](F)(F)(F)(F)F, predict the reaction product. The product is: [F:24][C:20]1[CH:21]=[CH:22][CH:23]=[C:2]([F:1])[C:3]=1[CH2:4][O:5][C:6]1[C:7]2[N:8]([C:13]([C:17]([NH:36][C:33]3([C:28]4[CH:29]=[CH:30][C:31]([F:32])=[C:26]([F:25])[CH:27]=4)[CH2:34][CH2:35]3)=[O:19])=[C:14]([CH3:16])[N:15]=2)[CH:9]=[C:10]([CH3:12])[N:11]=1.